This data is from Catalyst prediction with 721,799 reactions and 888 catalyst types from USPTO. The task is: Predict which catalyst facilitates the given reaction. (1) Reactant: [CH2:1]([O:3][C:4]1[CH:5]=[C:6]([C:13](=[O:21])[CH2:14][CH2:15][C:16]([O:18][CH2:19]C)=[O:17])[CH:7]=[CH:8][C:9]=1[O:10][CH2:11][CH3:12])[CH3:2].[CH:22]([O-])([O-])[O:23]C.S(=O)(=O)(O)O.[C:32](=O)([O-])O.[Na+]. Product: [CH2:1]([O:3][C:4]1[CH:5]=[C:6]([C:13]([O:21][CH3:32])([O:23][CH3:22])[CH2:14][CH2:15][C:16]([O:18][CH3:19])=[O:17])[CH:7]=[CH:8][C:9]=1[O:10][CH2:11][CH3:12])[CH3:2]. The catalyst class is: 5. (2) Reactant: [CH2:1]1[C:9]2[C:4](=[CH:5][CH:6]=[CH:7][CH:8]=2)[CH2:3][CH:2]1[C@H:10]1[NH:15][C:14](=[O:16])[C@@H:13]([CH:17]([CH2:20][CH3:21])[CH2:18][CH3:19])[N:12]([CH2:22][C:23]2[CH:28]=[CH:27][CH:26]=[CH:25][C:24]=2[S:29][CH:30]2[CH2:35][CH2:34][N:33](C(OC(C)(C)C)=O)[CH2:32][CH2:31]2)[C:11]1=[O:43].Cl. Product: [CH2:1]1[C:9]2[C:4](=[CH:5][CH:6]=[CH:7][CH:8]=2)[CH2:3][CH:2]1[C@H:10]1[NH:15][C:14](=[O:16])[C@@H:13]([CH:17]([CH2:20][CH3:21])[CH2:18][CH3:19])[N:12]([CH2:22][C:23]2[CH:28]=[CH:27][CH:26]=[CH:25][C:24]=2[S:29][CH:30]2[CH2:31][CH2:32][NH:33][CH2:34][CH2:35]2)[C:11]1=[O:43]. The catalyst class is: 269. (3) Reactant: [Br:1][C:2]1[C:3]([C:11]([CH3:14])([CH3:13])[CH3:12])=[CH:4][C:5]([O:9][CH3:10])=[C:6]([OH:8])[CH:7]=1.[CH2:15](Br)[C:16]1[CH:21]=[CH:20][CH:19]=[CH:18][CH:17]=1.C([O-])([O-])=O.[K+].[K+]. Product: [CH2:15]([O:8][C:6]1[CH:7]=[C:2]([Br:1])[C:3]([C:11]([CH3:14])([CH3:13])[CH3:12])=[CH:4][C:5]=1[O:9][CH3:10])[C:16]1[CH:21]=[CH:20][CH:19]=[CH:18][CH:17]=1. The catalyst class is: 10.